Dataset: Catalyst prediction with 721,799 reactions and 888 catalyst types from USPTO. Task: Predict which catalyst facilitates the given reaction. Reactant: C(OC([N:8]1[CH:12]([C@@H:13]([O:39][CH2:40][C:41]2[CH:46]=[CH:45][CH:44]=[CH:43][CH:42]=2)[C@@H:14]([N:24]([CH2:32][C:33]2[CH:38]=[CH:37][CH:36]=[CH:35][CH:34]=2)[CH2:25][C:26]2[CH:31]=[CH:30][CH:29]=[CH:28][CH:27]=2)[CH2:15][C:16]2[CH:21]=[C:20]([F:22])[CH:19]=[C:18]([F:23])[CH:17]=2)[CH2:11][O:10]C1(C)C)=O)(C)(C)C.Cl. Product: [NH2:8][C@@H:12]([C@@H:13]([O:39][CH2:40][C:41]1[CH:46]=[CH:45][CH:44]=[CH:43][CH:42]=1)[C@@H:14]([N:24]([CH2:25][C:26]1[CH:27]=[CH:28][CH:29]=[CH:30][CH:31]=1)[CH2:32][C:33]1[CH:38]=[CH:37][CH:36]=[CH:35][CH:34]=1)[CH2:15][C:16]1[CH:21]=[C:20]([F:22])[CH:19]=[C:18]([F:23])[CH:17]=1)[CH2:11][OH:10]. The catalyst class is: 12.